Dataset: Catalyst prediction with 721,799 reactions and 888 catalyst types from USPTO. Task: Predict which catalyst facilitates the given reaction. (1) Reactant: [N+:1](=[CH2:3])=[N-:2].[O:4]1[CH:8]=[CH:7][CH:6]=[C:5]1[C:9](Cl)=[O:10]. Product: [N+:1](=[CH:3][C:9]([C:5]1[O:4][CH:8]=[CH:7][CH:6]=1)=[O:10])=[N-:2]. The catalyst class is: 28. (2) Reactant: [NH2:1][C:2]1[N:10]=[CH:9][N:8]=[C:7]2[C:3]=1[N:4]=[C:5]([S:17][C:18]1[NH:19][C:20]3[C:25]([CH:26]=1)=[CH:24][CH:23]=[CH:22][CH:21]=3)[N:6]2[CH2:11][CH2:12][O:13][C:14](=[O:16])[CH3:15].[H-].[Na+].I[CH2:30][CH2:31][CH3:32].CCOC(C)=O.C([O-])(O)=O.[Na+]. Product: [NH2:1][C:2]1[N:10]=[CH:9][N:8]=[C:7]2[C:3]=1[N:4]=[C:5]([S:17][C:18]1[N:19]([CH2:30][CH2:31][CH3:32])[C:20]3[C:25]([CH:26]=1)=[CH:24][CH:23]=[CH:22][CH:21]=3)[N:6]2[CH2:11][CH2:12][O:13][C:14](=[O:16])[CH3:15]. The catalyst class is: 31. (3) Reactant: Cl[CH2:2][C:3]1[CH:4]=[C:5]([C:9]2[O:13][C:12]([C:14]([NH:16][C:17]3[C:21]4[CH:22]=[C:23]([F:27])[CH:24]=[C:25]([F:26])[C:20]=4[O:19][C:18]=3[C:28]([NH2:30])=[O:29])=[O:15])=[CH:11][CH:10]=2)[CH:6]=[CH:7][CH:8]=1.Cl.[CH3:32][NH:33][CH3:34].CN1CCOCC1.C(C1C=CC=CC=1C=C)=C. Product: [CH3:32][N:33]([CH2:2][C:3]1[CH:4]=[C:5]([C:9]2[O:13][C:12]([C:14]([NH:16][C:17]3[C:21]4[CH:22]=[C:23]([F:27])[CH:24]=[C:25]([F:26])[C:20]=4[O:19][C:18]=3[C:28]([NH2:30])=[O:29])=[O:15])=[CH:11][CH:10]=2)[CH:6]=[CH:7][CH:8]=1)[CH3:34]. The catalyst class is: 60. (4) Reactant: [Cl:1][C:2]1[CH:3]=[N:4][C:5]2[C:10]([CH:11]=1)=[CH:9][C:8]([CH2:12][Cl:13])=[CH:7][CH:6]=2.C1C=C(Cl)C=C(C(OO)=[O:22])C=1. Product: [Cl:1][C:2]1[CH:3]=[N+:4]([O-:22])[C:5]2[C:10]([CH:11]=1)=[CH:9][C:8]([CH2:12][Cl:13])=[CH:7][CH:6]=2. The catalyst class is: 2. (5) Reactant: Cl[C:2]1[CH:3]=[CH:4][C:5]2[C:6]3[C:14]([NH:15][C@H:16]([CH:21]4[CH2:23][CH2:22]4)[C:17]([F:20])([F:19])[F:18])=[N:13][CH:12]=[C:11]([C:24]([NH2:26])=[O:25])[C:7]=3[NH:8][C:9]=2[CH:10]=1.[NH2:27][C:28]1[N:33]=[CH:32][C:31](B2OC(C)(C)C(C)(C)O2)=[CH:30][N:29]=1.C1(P(C2CCCCC2)C2CCCCC2)CCCCC1.[O-]P([O-])([O-])=O.[K+].[K+].[K+]. Product: [NH2:27][C:28]1[N:33]=[CH:32][C:31]([C:2]2[CH:3]=[CH:4][C:5]3[C:6]4[C:14]([NH:15][C@H:16]([CH:21]5[CH2:22][CH2:23]5)[C:17]([F:19])([F:18])[F:20])=[N:13][CH:12]=[C:11]([C:24]([NH2:26])=[O:25])[C:7]=4[NH:8][C:9]=3[CH:10]=2)=[CH:30][N:29]=1. The catalyst class is: 102. (6) Product: [N:1]1([C:6]2[C:7]3[N:8]([C:16]([C:19]([OH:21])=[O:20])=[CH:17][N:18]=3)[CH:9]=[C:10]([C:12]([F:14])([F:15])[F:13])[CH:11]=2)[CH:5]=[N:4][CH:3]=[N:2]1. The catalyst class is: 97. Reactant: [N:1]1([C:6]2[C:7]3[N:8]([C:16]([C:19]([O:21]CC)=[O:20])=[CH:17][N:18]=3)[CH:9]=[C:10]([C:12]([F:15])([F:14])[F:13])[CH:11]=2)[CH:5]=[N:4][CH:3]=[N:2]1.C1COCC1.[OH-].[Na+].Cl. (7) Reactant: [H-].[Na+].[S:3]1[C:7]2[CH:8]=[CH:9][CH:10]=[CH:11][C:6]=2[N:5]=[C:4]1[NH:12][C@H:13]1[CH2:18][CH2:17][C@H:16]([OH:19])[CH2:15][CH2:14]1.[O:20]1[CH2:25][CH:24]=[C:23]([C:26]2[C:27](F)=[N:28][CH:29]=[CH:30][CH:31]=2)[CH2:22][CH2:21]1.O. Product: [O:20]1[CH:21]=[CH:22][CH:23]([C:26]2[C:27]([O:19][C@H:16]3[CH2:15][CH2:14][C@H:13]([NH:12][C:4]4[S:3][C:7]5[CH:8]=[CH:9][CH:10]=[CH:11][C:6]=5[N:5]=4)[CH2:18][CH2:17]3)=[N:28][CH:29]=[CH:30][CH:31]=2)[CH2:24][CH2:25]1. The catalyst class is: 37.